From a dataset of Full USPTO retrosynthesis dataset with 1.9M reactions from patents (1976-2016). Predict the reactants needed to synthesize the given product. (1) Given the product [Br:11][CH2:9][C:5]1[CH:6]=[N:7][CH:8]=[C:3]([CH2:1][CH3:2])[CH:4]=1, predict the reactants needed to synthesize it. The reactants are: [CH2:1]([C:3]1[CH:4]=[C:5]([CH2:9]O)[CH:6]=[N:7][CH:8]=1)[CH3:2].[Br:11]P(Br)Br. (2) Given the product [CH3:1][C@H:2]1[CH2:8][C:7]2[CH:9]=[C:10]3[O:15][CH2:14][O:13][C:11]3=[CH:12][C:6]=2[C:5]([C:16]2[CH:21]=[CH:20][C:19]([N+:22]([O-:24])=[O:23])=[C:18]([CH3:25])[CH:17]=2)=[N:4][N:3]1[C:26](=[O:29])[CH2:27][CH3:28], predict the reactants needed to synthesize it. The reactants are: [CH3:1][C@H:2]1[CH2:8][C:7]2[CH:9]=[C:10]3[O:15][CH2:14][O:13][C:11]3=[CH:12][C:6]=2[C:5]([C:16]2[CH:21]=[CH:20][C:19]([N+:22]([O-:24])=[O:23])=[C:18]([CH3:25])[CH:17]=2)=[N:4][NH:3]1.[C:26](O[C:26](=[O:29])[CH2:27][CH3:28])(=[O:29])[CH2:27][CH3:28].O.C(=O)([O-])[O-].[Na+].[Na+]. (3) Given the product [C:1]([O:5][C@@H:6]([C:11]1[C:16]([CH3:17])=[CH:15][N:14]2[N:18]=[C:19]([C:21](=[O:23])[NH:40][CH2:39][C:36]3[CH:37]=[CH:38][C:33]([F:32])=[C:34]([CH3:41])[CH:35]=3)[CH:20]=[C:13]2[C:12]=1[N:24]1[CH2:25][CH2:26][C:27]([CH3:30])([CH3:31])[CH2:28][CH2:29]1)[C:7]([OH:9])=[O:8])([CH3:4])([CH3:2])[CH3:3], predict the reactants needed to synthesize it. The reactants are: [C:1]([O:5][C@@H:6]([C:11]1[C:16]([CH3:17])=[CH:15][N:14]2[N:18]=[C:19]([C:21]([OH:23])=O)[CH:20]=[C:13]2[C:12]=1[N:24]1[CH2:29][CH2:28][C:27]([CH3:31])([CH3:30])[CH2:26][CH2:25]1)[C:7]([O:9]C)=[O:8])([CH3:4])([CH3:3])[CH3:2].[F:32][C:33]1[CH:38]=[CH:37][C:36]([CH2:39][NH2:40])=[CH:35][C:34]=1[CH3:41].CCN(C(C)C)C(C)C.CN(C(ON1N=NC2C=CC=NC1=2)=[N+](C)C)C.F[P-](F)(F)(F)(F)F.[OH-].[Na+]. (4) Given the product [Br:12][C:13]1[CH:14]=[N:15][CH:16]=[C:17]([C:6]2[CH:7]=[CH:8][C:3]([S:2][CH3:1])=[CH:4][CH:5]=2)[CH:18]=1, predict the reactants needed to synthesize it. The reactants are: [CH3:1][S:2][C:3]1[CH:8]=[CH:7][C:6](B(O)O)=[CH:5][CH:4]=1.[Br:12][C:13]1[CH:14]=[N:15][CH:16]=[C:17](Br)[CH:18]=1. (5) Given the product [CH3:17][O:18][C:19]1[C:24]([O:25][CH3:26])=[CH:23][CH:22]=[CH:21][C:20]=1/[CH:27]=[CH:28]/[C:29]([NH:16][C:13]1[CH:14]=[CH:15][N:11]([CH2:10][CH2:9][CH2:8][CH2:7][C:2](=[O:6])[CH3:1])[N:12]=1)=[O:30], predict the reactants needed to synthesize it. The reactants are: [CH3:1][C:2]1([CH2:7][CH2:8][CH2:9][CH2:10][N:11]2[CH:15]=[CH:14][C:13]([NH2:16])=[N:12]2)[O:6]CCO1.[CH3:17][O:18][C:19]1[C:24]([O:25][CH3:26])=[CH:23][CH:22]=[CH:21][C:20]=1/[CH:27]=[CH:28]/[C:29](O)=[O:30]. (6) Given the product [CH3:15][O:14][C:12]([C:11]1[C:7]([C:1]2[CH:6]=[CH:5][CH:4]=[CH:3][CH:2]=2)=[N:8][O:9][C:10]=1[C:16]([OH:18])=[O:17])=[O:13], predict the reactants needed to synthesize it. The reactants are: [C:1]1([C:7]2[C:11]([C:12]([O:14][CH3:15])=[O:13])=[C:10]([C:16]([O:18]C)=[O:17])[O:9][N:8]=2)[CH:6]=[CH:5][CH:4]=[CH:3][CH:2]=1.O.[Li+].[OH-]. (7) Given the product [CH:17]([C:16]1[CH:15]=[C:14]([CH:21]=[CH:20][CH:19]=1)[O:13][C:4]1[CH:3]=[C:2]([CH3:1])[CH:9]=[CH:8][C:5]=1[C:6]#[N:7])=[O:18], predict the reactants needed to synthesize it. The reactants are: [CH3:1][C:2]1[CH:9]=[CH:8][C:5]([C:6]#[N:7])=[C:4]([N+]([O-])=O)[CH:3]=1.[OH:13][C:14]1[CH:15]=[C:16]([CH:19]=[CH:20][CH:21]=1)[CH:17]=[O:18].C(=O)([O-])[O-].[Cs+].[Cs+].O. (8) Given the product [CH3:61][O:60][C:55]1[CH:56]=[CH:57][CH:58]=[CH:59][C:54]=1[C:10]1[CH:11]=[CH:12][CH:2]=[C:3]2[C:4]=1[CH2:5][CH2:6][N:1]2[C:33](=[O:35])[CH2:32][C:27]1[NH:28][C:29](=[O:31])[CH:30]=[C:25]([N:19]2[CH2:20][CH2:21][O:22][CH2:23][CH2:24]2)[N:26]=1, predict the reactants needed to synthesize it. The reactants are: [N:1]1[CH:6]=[CH:5][CH:4]=[CH:3][CH:2]=1.Cl.CN(C)[CH2:10][CH2:11][CH2:12]N=C=NCC.[N:19]1([C:25]2[N:26]=[C:27]([CH2:32][C:33]([O-:35])=O)[NH:28][C:29](=[O:31])[CH:30]=2)[CH2:24][CH2:23][O:22][CH2:21][CH2:20]1.[Na+].N1(C2N=C(CC(=O)N3[C:59]4[C:54](=[C:55]([O:60][C:61](F)(F)F)[CH:56]=[CH:57][CH:58]=4)CC3)NC(=O)C=2)CCOCC1.